This data is from Full USPTO retrosynthesis dataset with 1.9M reactions from patents (1976-2016). The task is: Predict the reactants needed to synthesize the given product. (1) Given the product [CH3:1][O:2][C:3](=[O:24])[C:4]1[CH:9]=[CH:8][CH:7]=[C:6]([CH2:10][NH:11][C:12](=[S:34])[C:13]2[CH:18]=[CH:17][CH:16]=[C:15]([C:19]([F:22])([F:21])[F:20])[CH:14]=2)[CH:5]=1, predict the reactants needed to synthesize it. The reactants are: [CH3:1][O:2][C:3](=[O:24])[C:4]1[CH:9]=[CH:8][CH:7]=[C:6]([CH2:10][NH:11][C:12](=O)[C:13]2[CH:18]=[CH:17][CH:16]=[C:15]([C:19]([F:22])([F:21])[F:20])[CH:14]=2)[CH:5]=1.COC1C=CC(P2(SP(C3C=CC(OC)=CC=3)(=S)S2)=[S:34])=CC=1. (2) Given the product [O:23]([C:20]1[N:21]=[CH:22][C:17]([CH2:16][N:1]2[CH:5]=[C:4]([C:6]3[C:7]([NH2:12])=[N:8][CH:9]=[CH:10][CH:11]=3)[CH:3]=[N:2]2)=[CH:18][CH:19]=1)[C:24]1[CH:25]=[CH:26][CH:27]=[CH:28][CH:29]=1, predict the reactants needed to synthesize it. The reactants are: [NH:1]1[CH:5]=[C:4]([C:6]2[C:7]([NH2:12])=[N:8][CH:9]=[CH:10][CH:11]=2)[CH:3]=[N:2]1.[H-].[Na+].Cl[CH2:16][C:17]1[CH:18]=[CH:19][C:20]([O:23][C:24]2[CH:29]=[CH:28][CH:27]=[CH:26][CH:25]=2)=[N:21][CH:22]=1. (3) Given the product [CH:36]1([C:42]([N:18]2[C:19]3[C:24](=[CH:23][CH:22]=[CH:21][CH:20]=3)[CH2:25][CH2:26][CH:17]2[CH2:16][N:13]2[CH2:14][CH2:15][N:10]([C:5]3[CH:6]=[CH:7][CH:8]=[C:9]4[C:4]=3[CH:3]=[CH:2][NH:1]4)[CH2:11][CH2:12]2)=[O:43])[CH2:41][CH2:40][CH2:39][CH2:38][CH2:37]1, predict the reactants needed to synthesize it. The reactants are: [NH:1]1[C:9]2[C:4](=[C:5]([N:10]3[CH2:15][CH2:14][N:13]([CH2:16][CH:17]4[CH2:26][CH2:25][C:24]5[C:19](=[CH:20][CH:21]=[CH:22][CH:23]=5)[NH:18]4)[CH2:12][CH2:11]3)[CH:6]=[CH:7][CH:8]=2)[CH:3]=[CH:2]1.CCN(C(C)C)C(C)C.[CH:36]1([C:42](Cl)=[O:43])[CH2:41][CH2:40][CH2:39][CH2:38][CH2:37]1. (4) Given the product [Cl:26][C:21]1[CH:20]=[C:19]([C:13]2[CH:12]=[C:11]([C:27]([NH2:28])=[O:29])[C:10]3[NH:9][C:8]4[C:16]([C:15]=3[CH:14]=2)=[CH:17][CH:18]=[C:6]([CH2:5][OH:4])[CH:7]=4)[CH:24]=[CH:23][C:22]=1[Cl:25], predict the reactants needed to synthesize it. The reactants are: C([O:4][CH2:5][C:6]1[CH:18]=[CH:17][C:16]2[C:15]3[C:10](=[C:11]([C:27](=[O:29])[NH2:28])[CH:12]=[C:13]([C:19]4[CH:24]=[CH:23][C:22]([Cl:25])=[C:21]([Cl:26])[CH:20]=4)[CH:14]=3)[NH:9][C:8]=2[CH:7]=1)(=O)C.C[O-].[Na+]. (5) The reactants are: Br[C:2]1[C:3]([C:10]2[CH:18]=[CH:17][C:13]([N:14]([CH3:16])[CH3:15])=[CH:12][CH:11]=2)=[N:4][C:5]([O:8][CH3:9])=[CH:6][CH:7]=1.Cl.[F:20][C:21]1[CH:26]=[CH:25][C:24]([N:27]2[CH2:32][CH2:31][NH:30][CH2:29][C:28]2=[O:33])=[CH:23][CH:22]=1.C1C=CC(P(C2C(C3C(P(C4C=CC=CC=4)C4C=CC=CC=4)=CC=C4C=3C=CC=C4)=C3C(C=CC=C3)=CC=2)C2C=CC=CC=2)=CC=1.CC(C)([O-])C.[Na+]. Given the product [CH3:15][N:14]([CH3:16])[C:13]1[CH:17]=[CH:18][C:10]([C:3]2[C:2]([N:30]3[CH2:31][CH2:32][N:27]([C:24]4[CH:23]=[CH:22][C:21]([F:20])=[CH:26][CH:25]=4)[C:28](=[O:33])[CH2:29]3)=[CH:7][CH:6]=[C:5]([O:8][CH3:9])[N:4]=2)=[CH:11][CH:12]=1, predict the reactants needed to synthesize it. (6) The reactants are: C(O[C:9]([N:11](C)[C@H:12]([CH2:30][O:31][Si:32]([C:35]([CH3:38])([CH3:37])[CH3:36])([CH3:34])[CH3:33])[CH2:13][CH2:14][C:15]([N:17]1[CH2:22][CH2:21][N:20]([C:23]([O:25][C:26]([CH3:29])([CH3:28])[CH3:27])=[O:24])[CH2:19][CH2:18]1)=[O:16])=O)C1C=CC=CC=1. Given the product [Si:32]([O:31][CH2:30][C@@H:12]([NH:11][CH3:9])[CH2:13][CH2:14][C:15]([N:17]1[CH2:22][CH2:21][N:20]([C:23]([O:25][C:26]([CH3:29])([CH3:28])[CH3:27])=[O:24])[CH2:19][CH2:18]1)=[O:16])([C:35]([CH3:38])([CH3:37])[CH3:36])([CH3:34])[CH3:33], predict the reactants needed to synthesize it. (7) Given the product [C:1]([NH:8][C:9]1[CH:14]=[CH:13][N:12]=[CH:11][C:10]=1[C:15]([O:17][CH3:18])=[O:16])([O:3][C:4]([CH3:7])([CH3:6])[CH3:5])=[O:2], predict the reactants needed to synthesize it. The reactants are: [C:1]([NH:8][C:9]1[CH:14]=[CH:13][N:12]=[CH:11][C:10]=1[C:15]([OH:17])=[O:16])([O:3][C:4]([CH3:7])([CH3:6])[CH3:5])=[O:2].[CH3:18][Si](C=[N+]=[N-])(C)C.C(O)(=O)C. (8) Given the product [Cl:21][CH2:9][CH2:8][CH2:7][C:4]1[CH:5]=[CH:6][N:1]=[CH:2][CH:3]=1, predict the reactants needed to synthesize it. The reactants are: [N:1]1[CH:6]=[CH:5][C:4]([CH2:7][CH2:8][CH2:9]O)=[CH:3][CH:2]=1.CC1C=CC(S([Cl:21])(=O)=O)=CC=1. (9) Given the product [CH:11]1([C:8]2[NH:7][C:6](=[O:16])[C:5]([CH:2]([NH:1][C:20](=[O:21])[CH2:19][CH:18]([CH3:23])[CH3:17])[CH2:3][CH3:4])=[N:10][N:9]=2)[CH2:15][CH2:14][CH2:13][CH2:12]1, predict the reactants needed to synthesize it. The reactants are: [NH2:1][CH:2]([C:5]1[C:6](=[O:16])[NH:7][C:8]([CH:11]2[CH2:15][CH2:14][CH2:13][CH2:12]2)=[N:9][N:10]=1)[CH2:3][CH3:4].[CH3:17][CH:18]([CH3:23])[CH2:19][C:20](Cl)=[O:21]. (10) Given the product [O:12]1[CH2:21][CH2:20][NH:1][C:2]2[CH:11]=[CH:10][CH:9]=[C:4]([C:5]([O:7][CH3:8])=[O:6])[C:3]1=2, predict the reactants needed to synthesize it. The reactants are: [NH2:1][C:2]1[C:3]([OH:12])=[C:4]([CH:9]=[CH:10][CH:11]=1)[C:5]([O:7][CH3:8])=[O:6].C([O-])([O-])=O.[K+].[K+].Br[CH2:20][CH2:21]Br.